Dataset: Volume of distribution at steady state (VDss) regression data from Lombardo et al.. Task: Regression/Classification. Given a drug SMILES string, predict its absorption, distribution, metabolism, or excretion properties. Task type varies by dataset: regression for continuous measurements (e.g., permeability, clearance, half-life) or binary classification for categorical outcomes (e.g., BBB penetration, CYP inhibition). For this dataset (vdss_lombardo), we predict log10(VDss) (log10 of volume of distribution in L/kg). (1) The compound is CCC(C)C(C(CC(=O)N1CCCC1C(OC)C(C)C(=O)NCCc1ccccc1)OC)N(C)C(=O)C(NC(=O)C(C(C)C)N(C)C)C(C)C. The log10(VDss) is -0.380. (2) The compound is CCOc1cc(CC(=O)NC(CC(C)C)c2ccccc2N2CCCCC2)ccc1C(=O)[O-]. The log10(VDss) is -0.460. (3) The molecule is C=CCC1/C=C(\C)CC(C)CC(OC)C2OC(O)(C(=O)C(=O)N3CCCCC3C(=O)OC(/C(C)=C/C3CCC(O)C(OC)C3)C(C)C(O)CC1=O)C(C)CC2OC. The log10(VDss) is 0.0800. (4) The molecule is COc1cc(Cc2cnc(N)nc2N)cc(OC)c1OC. The log10(VDss) is 0.180. (5) The molecule is NC(=O)CC[C@@H]1NC(=O)[C@H](Cc2ccccc2)NC(=O)[C@H](Cc2ccc(O)cc2)NC(=O)[C@@H](NC(=O)CNC(=O)CNC(=O)C[NH3+])CSSC[C@@H](C(=O)N2CCC[C@H]2C(=O)N[C@@H](CCCC[NH3+])C(=O)NCC(N)=O)NC(=O)[C@H](CC(N)=O)NC1=O. The log10(VDss) is -0.620.